Task: Predict hERG channel inhibition at various concentrations.. Dataset: hERG Central: cardiac toxicity at 1µM, 10µM, and general inhibition (1) Results: hERG_inhib (hERG inhibition (general)): blocker. The molecule is Cc1ccc(CN=C(N)Nc2nc(C)cc(C)n2)cc1.Cl. (2) The molecule is CN(C)CCCN(C(=O)c1ccc(C(=O)c2ccccc2)cc1)c1nc2ccc(F)cc2s1. Results: hERG_inhib (hERG inhibition (general)): blocker. (3) The drug is CN1CCN(Cc2c(C(=O)N/N=C/c3cccc(Br)c3)nnn2-c2nonc2N)CC1. Results: hERG_inhib (hERG inhibition (general)): blocker.